Dataset: Reaction yield outcomes from USPTO patents with 853,638 reactions. Task: Predict the reaction yield, written as a fraction of the theoretical maximum amount of product (1.0 means a 100% yield; for example, 0.34 means a 34% yield). (1) The reactants are [SH:1][CH2:2][CH2:3][C:4]([OH:6])=[O:5].[OH-].[K+].Br[CH2:10][CH2:11][C:12]([F:15])([F:14])[F:13]. The catalyst is CO. The product is [F:13][C:12]([F:15])([F:14])[CH2:11][CH2:10][S:1][CH2:2][CH2:3][C:4]([OH:6])=[O:5]. The yield is 0.900. (2) The yield is 0.800. The reactants are [C:1]([C:3]1[CH:4]=[C:5]([C:20]2[C:21]3[CH:28]=[C:27]([C:29]4[CH:37]=[CH:36][C:32]([C:33]([OH:35])=O)=[CH:31][CH:30]=4)[N:26]([CH2:38][O:39][CH2:40][CH2:41][Si:42]([CH3:45])([CH3:44])[CH3:43])[C:22]=3[N:23]=[CH:24][N:25]=2)[CH:6]=[CH:7][C:8]=1[O:9][CH:10]1[CH2:15][CH2:14][N:13]([C:16](=[O:19])[CH2:17][OH:18])[CH2:12][CH2:11]1)#[N:2].[NH:46]1[CH2:51][CH2:50][O:49][CH2:48][CH2:47]1.CN(C(ON1N=NC2C=CC=NC1=2)=[N+](C)C)C.F[P-](F)(F)(F)(F)F.CCN(C(C)C)C(C)C. The product is [OH:18][CH2:17][C:16]([N:13]1[CH2:12][CH2:11][CH:10]([O:9][C:8]2[CH:7]=[CH:6][C:5]([C:20]3[C:21]4[CH:28]=[C:27]([C:29]5[CH:30]=[CH:31][C:32]([C:33]([N:46]6[CH2:51][CH2:50][O:49][CH2:48][CH2:47]6)=[O:35])=[CH:36][CH:37]=5)[N:26]([CH2:38][O:39][CH2:40][CH2:41][Si:42]([CH3:45])([CH3:44])[CH3:43])[C:22]=4[N:23]=[CH:24][N:25]=3)=[CH:4][C:3]=2[C:1]#[N:2])[CH2:15][CH2:14]1)=[O:19]. The catalyst is CN(C=O)C. (3) The reactants are Cl.CN(C)CCCN=C=NCC.Cl.[CH:14]12[CH2:23][CH:18]3[CH2:19][CH:20]([CH2:22][CH:16]([CH2:17]3)[CH:15]1[NH2:24])[CH2:21]2.[C:25]([C:29]1[N:33]([C:34]2[CH:39]=[CH:38][C:37]([Cl:40])=[CH:36][C:35]=2[CH3:41])[N:32]=[CH:31][C:30]=1[C:42](O)=[O:43])([CH3:28])([CH3:27])[CH3:26].ON1C2C=CC=CC=2N=N1.C(N(C(C)C)C(C)C)C. The catalyst is CN(C=O)C.CCOCC. The product is [CH:14]12[CH2:23][CH:18]3[CH2:19][CH:20]([CH2:22][CH:16]([CH2:17]3)[CH:15]1[NH:24][C:42]([C:30]1[CH:31]=[N:32][N:33]([C:34]3[CH:39]=[CH:38][C:37]([Cl:40])=[CH:36][C:35]=3[CH3:41])[C:29]=1[C:25]([CH3:28])([CH3:27])[CH3:26])=[O:43])[CH2:21]2. The yield is 0.900. (4) The reactants are [F:1][C:2]1[CH:3]=[C:4]([C:8]2[C:17]3[O:16][C@@H:15]([CH3:18])[CH2:14][N:13](C(OC(C)(C)C)=O)[CH2:12][C:11]=3[S:10][CH:9]=2)[CH:5]=[CH:6][CH:7]=1. The catalyst is C(OCC)(=O)C.Cl. The product is [F:1][C:2]1[CH:3]=[C:4]([C:8]2[C:17]3[O:16][C@@H:15]([CH3:18])[CH2:14][NH:13][CH2:12][C:11]=3[S:10][CH:9]=2)[CH:5]=[CH:6][CH:7]=1. The yield is 0.920. (5) The reactants are [N:1]([CH2:4][CH:5]1[CH2:9][C:8]2[CH:10]=[C:11]([C:21]#[N:22])[CH:12]=[C:13]([C:14]3[CH:19]=[CH:18][CH:17]=[CH:16][C:15]=3[CH3:20])[C:7]=2[O:6]1)=[N+]=[N-].C1(P(C2C=CC=CC=2)C2C=CC=CC=2)C=CC=CC=1. No catalyst specified. The product is [NH2:1][CH2:4][CH:5]1[CH2:9][C:8]2[CH:10]=[C:11]([C:21]#[N:22])[CH:12]=[C:13]([C:14]3[CH:19]=[CH:18][CH:17]=[CH:16][C:15]=3[CH3:20])[C:7]=2[O:6]1. The yield is 0.530. (6) The reactants are [CH2:1]([N:5]1[C:13]([N:14]2[CH2:19][CH2:18][NH:17][C@@H:16]([CH3:20])[CH2:15]2)=[N:12][C:11]2[C:6]1=[N:7][C:8]([C:27]1[CH:28]=[N:29][C:30]([NH2:33])=[N:31][CH:32]=1)=[N:9][C:10]=2[N:21]1[CH2:26][CH2:25][O:24][CH2:23][CH2:22]1)[CH:2]([CH3:4])[CH3:3].C1(N=C=NC2CCCCC2)CCCCC1.ON1C2C=CC=CC=2N=N1.[OH:59][C@@H:60]([CH3:65])[CH2:61][C:62](O)=[O:63]. The catalyst is CN(C)C=O. The product is [NH2:33][C:30]1[N:31]=[CH:32][C:27]([C:8]2[N:7]=[C:6]3[C:11]([N:12]=[C:13]([N:14]4[CH2:19][CH2:18][N:17]([C:62](=[O:63])[CH2:61][C@@H:60]([OH:59])[CH3:65])[C@@H:16]([CH3:20])[CH2:15]4)[N:5]3[CH2:1][CH:2]([CH3:4])[CH3:3])=[C:10]([N:21]3[CH2:26][CH2:25][O:24][CH2:23][CH2:22]3)[N:9]=2)=[CH:28][N:29]=1. The yield is 0.480. (7) The reactants are [NH2:1][CH:2]1[CH2:7][CH2:6][N:5]([C:8]([O:10][C:11]([CH3:14])([CH3:13])[CH3:12])=[O:9])[C:4](=O)[CH2:3]1.C[Al](C)C.[C:20]1([CH:26]2[CH2:31][CH2:30][O:29][C:27]2=[O:28])[CH:25]=[CH:24][CH:23]=[CH:22][CH:21]=1.CO. The catalyst is ClCCl. The product is [C:11]([O:10][C:8]([N:5]1[CH2:6][CH2:7][CH:2]([NH:1][C:27](=[O:28])[CH:26]([C:20]2[CH:25]=[CH:24][CH:23]=[CH:22][CH:21]=2)[CH2:31][CH2:30][OH:29])[CH2:3][CH2:4]1)=[O:9])([CH3:14])([CH3:13])[CH3:12]. The yield is 0.480. (8) The reactants are CS(O[CH2:6][C:7]([C:19]1[CH:24]=[CH:23][CH:22]=[C:21]([Br:25])[CH:20]=1)([C:12]1[CH:17]=[CH:16][CH:15]=[C:14]([Br:18])[CH:13]=1)[CH2:8][N:9]=[N+]=[N-])(=O)=O.[P:26]([O:33]CC)([O:30][CH2:31][CH3:32])[O:27][CH2:28][CH3:29].P(=N)(OCC)(OCC)OCC. The catalyst is C1(C)C=CC=CC=1.C1COCC1.C1(C)C=CC=C(C)C=1. The product is [Br:18][C:14]1[CH:13]=[C:12]([C:7]2([C:19]3[CH:24]=[CH:23][CH:22]=[C:21]([Br:25])[CH:20]=3)[CH2:8][N:9]([P:26](=[O:33])([O:30][CH2:31][CH3:32])[O:27][CH2:28][CH3:29])[CH2:6]2)[CH:17]=[CH:16][CH:15]=1. The yield is 0.710. (9) The reactants are Cl[C:2]1[N:11]=[C:10]([C:12]2[CH:17]=[CH:16][CH:15]=[CH:14][CH:13]=2)[C:9]2[C:4](=[CH:5][CH:6]=[CH:7][CH:8]=2)[N:3]=1.[NH2:18][CH:19]1[CH2:24][CH2:23][N:22](C(OC(C)(C)C)=O)[CH2:21][CH2:20]1.Cl. The catalyst is C(O)CCC.O1CCOCC1. The product is [C:12]1([C:10]2[C:9]3[C:4](=[CH:5][CH:6]=[CH:7][CH:8]=3)[N:3]=[C:2]([NH:18][CH:19]3[CH2:24][CH2:23][NH:22][CH2:21][CH2:20]3)[N:11]=2)[CH:17]=[CH:16][CH:15]=[CH:14][CH:13]=1. The yield is 0.900. (10) The catalyst is ClCCl.FC(F)(F)C(O)=O. The reactants are [F:1][C:2]1[CH:3]=[C:4]([N:20]2[CH2:24][C@H:23]([CH2:25][N:26]([C:34]3[CH:38]=[N:37][S:36][N:35]=3)C(=O)OC(C)(C)C)[O:22][C:21]2=[O:39])[CH:5]=[CH:6][C:7]=1[C:8]1[CH:9]=[N:10][C:11]([C:14]2[N:15]=[N:16][N:17]([CH3:19])[N:18]=2)=[CH:12][CH:13]=1. The yield is 0.950. The product is [F:1][C:2]1[CH:3]=[C:4]([N:20]2[CH2:24][C@H:23]([CH2:25][NH:26][C:34]3[CH:38]=[N:37][S:36][N:35]=3)[O:22][C:21]2=[O:39])[CH:5]=[CH:6][C:7]=1[C:8]1[CH:9]=[N:10][C:11]([C:14]2[N:15]=[N:16][N:17]([CH3:19])[N:18]=2)=[CH:12][CH:13]=1.